Dataset: NCI-60 drug combinations with 297,098 pairs across 59 cell lines. Task: Regression. Given two drug SMILES strings and cell line genomic features, predict the synergy score measuring deviation from expected non-interaction effect. (1) Drug 2: C1=NC2=C(N1)C(=S)N=C(N2)N. Drug 1: CN(C)C1=NC(=NC(=N1)N(C)C)N(C)C. Synergy scores: CSS=42.7, Synergy_ZIP=-3.05, Synergy_Bliss=-3.56, Synergy_Loewe=-40.9, Synergy_HSA=-1.57. Cell line: CAKI-1. (2) Drug 1: C1CCC(C1)C(CC#N)N2C=C(C=N2)C3=C4C=CNC4=NC=N3. Drug 2: CN1C(=O)N2C=NC(=C2N=N1)C(=O)N. Cell line: HT29. Synergy scores: CSS=-8.82, Synergy_ZIP=5.04, Synergy_Bliss=-4.12, Synergy_Loewe=-9.06, Synergy_HSA=-10.2. (3) Cell line: HCC-2998. Drug 2: CC(CN1CC(=O)NC(=O)C1)N2CC(=O)NC(=O)C2. Synergy scores: CSS=7.96, Synergy_ZIP=-3.40, Synergy_Bliss=-1.40, Synergy_Loewe=-3.85, Synergy_HSA=-2.20. Drug 1: CS(=O)(=O)C1=CC(=C(C=C1)C(=O)NC2=CC(=C(C=C2)Cl)C3=CC=CC=N3)Cl. (4) Drug 1: C1CNP(=O)(OC1)N(CCCl)CCCl. Drug 2: C(CCl)NC(=O)N(CCCl)N=O. Cell line: SF-295. Synergy scores: CSS=58.1, Synergy_ZIP=12.8, Synergy_Bliss=12.8, Synergy_Loewe=5.23, Synergy_HSA=13.4. (5) Drug 1: COC1=C(C=C2C(=C1)N=CN=C2NC3=CC(=C(C=C3)F)Cl)OCCCN4CCOCC4. Drug 2: CC1OCC2C(O1)C(C(C(O2)OC3C4COC(=O)C4C(C5=CC6=C(C=C35)OCO6)C7=CC(=C(C(=C7)OC)O)OC)O)O. Cell line: LOX IMVI. Synergy scores: CSS=47.7, Synergy_ZIP=13.3, Synergy_Bliss=13.1, Synergy_Loewe=6.45, Synergy_HSA=16.6.